From a dataset of Catalyst prediction with 721,799 reactions and 888 catalyst types from USPTO. Predict which catalyst facilitates the given reaction. (1) Reactant: [C:1]([C:5]1[CH:6]=[C:7]2[C:12](=[C:13]([F:15])[CH:14]=1)[C:11](=[O:16])[N:10]([C:17]1[CH:27]=[CH:26][CH:25]=[C:24]([C:28]3[N:29]=[C:30]([NH:37][C:38]4[CH:43]=[CH:42][C:41]([C:44]([N:46]5[CH2:51][CH2:50][O:49][CH2:48][CH2:47]5)=[O:45])=[CH:40][CH:39]=4)[C:31]4[N:32]([CH:34]=[CH:35][N:36]=4)[CH:33]=3)[C:18]=1[CH2:19][O:20]C(=O)C)[N:9]=[CH:8]2)([CH3:4])([CH3:3])[CH3:2].C([O-])([O-])=O.[K+].[K+]. Product: [C:1]([C:5]1[CH:6]=[C:7]2[C:12](=[C:13]([F:15])[CH:14]=1)[C:11](=[O:16])[N:10]([C:17]1[CH:27]=[CH:26][CH:25]=[C:24]([C:28]3[N:29]=[C:30]([NH:37][C:38]4[CH:39]=[CH:40][C:41]([C:44]([N:46]5[CH2:51][CH2:50][O:49][CH2:48][CH2:47]5)=[O:45])=[CH:42][CH:43]=4)[C:31]4[N:32]([CH:34]=[CH:35][N:36]=4)[CH:33]=3)[C:18]=1[CH2:19][OH:20])[N:9]=[CH:8]2)([CH3:4])([CH3:2])[CH3:3]. The catalyst class is: 5. (2) Product: [I:1][C:2]1[CH:6]=[CH:5][N:4]([C:10]2[CH:15]=[CH:14][N:13]=[C:12]([O:16][CH3:17])[CH:11]=2)[N:3]=1. Reactant: [I:1][C:2]1[CH:6]=[CH:5][NH:4][N:3]=1.[H-].[Na+].F[C:10]1[CH:15]=[CH:14][N:13]=[C:12]([O:16][CH3:17])[CH:11]=1. The catalyst class is: 16.